Dataset: Forward reaction prediction with 1.9M reactions from USPTO patents (1976-2016). Task: Predict the product of the given reaction. (1) Given the reactants [OH:1][CH2:2][CH2:3][CH2:4][N:5]1[CH2:10][CH2:9][CH2:8][CH2:7][CH2:6]1.[Na].Cl[C:13]1[CH:18]=[C:17]([C:19]2[CH:24]=[CH:23][C:22]([O:25][CH2:26][CH2:27][CH2:28][N:29]3[CH2:34][CH2:33][CH2:32][C@H:31]([CH3:35])[CH2:30]3)=[CH:21][CH:20]=2)[CH:16]=[CH:15][N:14]=1, predict the reaction product. The product is: [N:5]1([CH2:4][CH2:3][CH2:2][O:1][C:15]2[CH:16]=[C:17]([C:19]3[CH:20]=[CH:21][C:22]([O:25][CH2:26][CH2:27][CH2:28][N:29]4[CH2:34][CH2:33][CH2:32][C@H:31]([CH3:35])[CH2:30]4)=[CH:23][CH:24]=3)[CH:18]=[CH:13][N:14]=2)[CH2:10][CH2:9][CH2:8][CH2:7][CH2:6]1. (2) Given the reactants Br[C:2]1[CH:3]=[C:4]([CH:14]=[O:15])[O:5][C:6]=1[C:7]1[CH:12]=[CH:11][CH:10]=[CH:9][C:8]=1[CH3:13].[C:16]1([SH:22])[CH:21]=[CH:20][CH:19]=[CH:18][CH:17]=1.C(=O)([O-])[O-].[K+].[K+].O, predict the reaction product. The product is: [CH3:13][C:8]1[CH:9]=[CH:10][CH:11]=[CH:12][C:7]=1[C:6]1[O:5][C:4]([CH:14]=[O:15])=[CH:3][C:2]=1[S:22][C:16]1[CH:21]=[CH:20][CH:19]=[CH:18][CH:17]=1. (3) Given the reactants [NH2:1][C:2]1[CH:3]=[C:4]([C:8]2[CH:9]=[CH:10][C:11]3[N:12]([N:14]=[C:15]([NH:17][C:18]4[CH:23]=[CH:22][CH:21]=[CH:20][C:19]=4[O:24][CH3:25])[N:16]=3)[CH:13]=2)[CH:5]=[CH:6][CH:7]=1.[CH:26]([N:29]=[C:30]=[O:31])([CH3:28])[CH3:27].O, predict the reaction product. The product is: [CH3:25][O:24][C:19]1[CH:20]=[CH:21][CH:22]=[CH:23][C:18]=1[NH:17][C:15]1[N:16]=[C:11]2[CH:10]=[CH:9][C:8]([C:4]3[CH:3]=[C:2]([NH:1][C:30]([NH:29][CH:26]([CH3:28])[CH3:27])=[O:31])[CH:7]=[CH:6][CH:5]=3)=[CH:13][N:12]2[N:14]=1. (4) Given the reactants [C:1]([C:3]1[CH:8]=[CH:7][C:6](=[O:9])[N:5]([C:10]2[C:15]([F:16])=[CH:14][CH:13]=[CH:12][C:11]=2[F:17])[C:4]=1[S-:18])#[N:2].[Na+].C(=O)([O-])[O-].[K+].[K+].Br[CH2:27][C:28]([O:30][CH2:31][CH3:32])=[O:29], predict the reaction product. The product is: [NH2:2][C:1]1[C:3]2[CH:8]=[CH:7][C:6](=[O:9])[N:5]([C:10]3[C:11]([F:17])=[CH:12][CH:13]=[CH:14][C:15]=3[F:16])[C:4]=2[S:18][C:27]=1[C:28]([O:30][CH2:31][CH3:32])=[O:29]. (5) Given the reactants [CH3:1][O:2][C:3]1[CH:4]=[C:5]2[C:9](=[CH:10][CH:11]=1)[N:8]([CH3:12])[CH:7]=[C:6]2[C:13]1[N:21](S(C2C=CC(C)=CC=2)(=O)=O)[C:16]2=[N:17][CH:18]=[CH:19][CH:20]=[C:15]2[CH:14]=1.[OH-].[K+], predict the reaction product. The product is: [CH3:1][O:2][C:3]1[CH:4]=[C:5]2[C:9](=[CH:10][CH:11]=1)[N:8]([CH3:12])[CH:7]=[C:6]2[C:13]1[NH:21][C:16]2=[N:17][CH:18]=[CH:19][CH:20]=[C:15]2[CH:14]=1. (6) Given the reactants [CH2:1]([N:8]([CH2:25][CH2:26][NH:27][CH2:28][C:29]1[CH:34]=[CH:33][CH:32]=[CH:31][CH:30]=1)[CH2:9][C@@H:10]([C:22]([OH:24])=O)[NH:11][C:12]([O:14][CH2:15][C:16]1[CH:21]=[CH:20][CH:19]=[CH:18][CH:17]=1)=[O:13])[C:2]1[CH:7]=[CH:6][CH:5]=[CH:4][CH:3]=1.CN(C)CCCN=C=NCC.ON1C2C=CC=CC=2N=N1.C(N(CC)CC)C, predict the reaction product. The product is: [CH2:1]([N:8]1[CH2:9][C@H:10]([NH:11][C:12](=[O:13])[O:14][CH2:15][C:16]2[CH:21]=[CH:20][CH:19]=[CH:18][CH:17]=2)[C:22](=[O:24])[N:27]([CH2:28][C:29]2[CH:30]=[CH:31][CH:32]=[CH:33][CH:34]=2)[CH2:26][CH2:25]1)[C:2]1[CH:7]=[CH:6][CH:5]=[CH:4][CH:3]=1. (7) Given the reactants [O:1]=[C:2]([N:10]1[CH2:15][CH2:14][CH2:13][CH2:12][CH:11]1[C:16]([O:18]C)=[O:17])[C:3](=[O:9])[C:4]1[S:5][CH:6]=[CH:7][CH:8]=1.[Li+].[OH-].Cl, predict the reaction product. The product is: [O:1]=[C:2]([N:10]1[CH2:15][CH2:14][CH2:13][CH2:12][CH:11]1[C:16]([OH:18])=[O:17])[C:3](=[O:9])[C:4]1[S:5][CH:6]=[CH:7][CH:8]=1. (8) Given the reactants Cl[C:2]1[N:7]=[CH:6][C:5]([O:8][CH:9]2[CH2:14][CH2:13][N:12]([C:15]([O:17][C:18]([CH3:21])([CH3:20])[CH3:19])=[O:16])[CH2:11][CH2:10]2)=[CH:4][CH:3]=1.[NH:22]1[C:30]2[C:25](=[CH:26][C:27]([C:31]#[N:32])=[CH:28][CH:29]=2)[CH:24]=[CH:23]1, predict the reaction product. The product is: [C:18]([O:17][C:15]([N:12]1[CH2:13][CH2:14][CH:9]([O:8][C:5]2[CH:6]=[N:7][C:2]([N:22]3[C:30]4[C:25](=[CH:26][C:27]([C:31]#[N:32])=[CH:28][CH:29]=4)[CH:24]=[CH:23]3)=[CH:3][CH:4]=2)[CH2:10][CH2:11]1)=[O:16])([CH3:21])([CH3:20])[CH3:19].